This data is from Reaction yield outcomes from USPTO patents with 853,638 reactions. The task is: Predict the reaction yield, written as a fraction of the theoretical maximum amount of product (1.0 means a 100% yield; for example, 0.34 means a 34% yield). (1) The reactants are [Br:1][C:2]1[CH:3]=[CH:4][C:5]([CH3:11])=[C:6]([CH:10]=1)[C:7]([OH:9])=O.[NH2:12][C:13]1[C:22]([CH3:23])=[CH:21][C:16]([C:17]([O:19][CH3:20])=[O:18])=[CH:15][C:14]=1[CH3:24].C(N(CC)C(C)C)(C)C.CCCP1(OP(CCC)(=O)OP(CCC)(=O)O1)=O. The catalyst is C(Cl)Cl. The product is [Br:1][C:2]1[CH:3]=[CH:4][C:5]([CH3:11])=[C:6]([CH:10]=1)[C:7]([NH:12][C:13]1[C:14]([CH3:24])=[CH:15][C:16]([C:17]([O:19][CH3:20])=[O:18])=[CH:21][C:22]=1[CH3:23])=[O:9]. The yield is 0.970. (2) The reactants are [C:1]([O:5][C:6](=[O:14])[C:7]([CH3:13])([CH3:12])[CH2:8][C:9]([OH:11])=[O:10])([CH3:4])([CH3:3])[CH3:2].C(Cl)CCl.[Cl:19][C:20]1[CH:66]=[CH:65][C:23]([CH2:24][N:25]([CH2:60][CH2:61][N:62]([CH3:64])[CH3:63])[CH2:26][C:27]([C@:29]23[CH2:55][C:54](=[O:56])[C:53]([CH:57]([CH3:59])[CH3:58])=[C:30]2[C@@H:31]2[C@@:44]([CH3:47])([CH2:45][CH2:46]3)[C@@:43]3([CH3:48])[C@@H:34]([C@:35]4([CH3:52])[C@@H:40]([CH2:41][CH2:42]3)[C:39]([CH3:50])([CH3:49])[C@@H:38](O)[CH2:37][CH2:36]4)[CH2:33][CH2:32]2)=[O:28])=[CH:22][CH:21]=1. The catalyst is CN(C)C1C=CN=CC=1.C(Cl)Cl. The product is [CH3:12][C:7]([CH3:13])([CH2:8][C:9]([O:11][C@H:38]1[CH2:37][CH2:36][C@@:35]2([CH3:52])[C@@H:40]([CH2:41][CH2:42][C@:43]3([CH3:48])[C@@H:34]2[CH2:33][CH2:32][C@H:31]2[C@@:44]3([CH3:47])[CH2:45][CH2:46][C@@:29]3([C:27](=[O:28])[CH2:26][N:25]([CH2:24][C:23]4[CH:22]=[CH:21][C:20]([Cl:19])=[CH:66][CH:65]=4)[CH2:60][CH2:61][N:62]([CH3:64])[CH3:63])[CH2:55][C:54](=[O:56])[C:53]([CH:57]([CH3:59])[CH3:58])=[C:30]32)[C:39]1([CH3:49])[CH3:50])=[O:10])[C:6]([O:5][C:1]([CH3:4])([CH3:2])[CH3:3])=[O:14]. The yield is 0.261.